Dataset: Forward reaction prediction with 1.9M reactions from USPTO patents (1976-2016). Task: Predict the product of the given reaction. (1) Given the reactants F[C:2]1[CH:11]=[C:10]2[C:5]([C:6](=[O:13])[NH:7][C:8]([CH3:12])=[N:9]2)=[CH:4][CH:3]=1.C(OC([N:21]1[CH2:26][CH2:25][C:24]([CH2:34][NH2:35])([C:27]2[CH:32]=[CH:31][C:30]([Cl:33])=[CH:29][CH:28]=2)[CH2:23][CH2:22]1)=O)(C)(C)C, predict the reaction product. The product is: [NH2:35][CH2:34][C:24]1([C:27]2[CH:28]=[CH:29][C:30]([Cl:33])=[CH:31][CH:32]=2)[CH2:25][CH2:26][N:21]([C:2]2[CH:11]=[C:10]3[C:5]([C:6](=[O:13])[NH:7][C:8]([CH3:12])=[N:9]3)=[CH:4][CH:3]=2)[CH2:22][CH2:23]1. (2) Given the reactants [C:1]([O:7][CH2:8][C:9]1[CH:14]=[CH:13][CH:12]=[CH:11][CH:10]=1)(=[O:6])[CH2:2][CH2:3][CH:4]=[CH2:5].[Cl:15][C:16]([Cl:21])(Cl)[C:17](Cl)=[O:18], predict the reaction product. The product is: [CH2:8]([O:7][C:1](=[O:6])[CH2:2][CH2:3][CH:4]1[CH2:5][C:17](=[O:18])[C:16]1([Cl:21])[Cl:15])[C:9]1[CH:14]=[CH:13][CH:12]=[CH:11][CH:10]=1. (3) Given the reactants [ClH:1].C(OC(=O)[NH:8][C:9]1[S:13][C:12]2[CH:14]=[CH:15][CH:16]=[CH:17][C:11]=2[C:10]=1[CH3:18])(C)(C)C, predict the reaction product. The product is: [ClH:1].[CH3:18][C:10]1[C:11]2[CH:17]=[CH:16][CH:15]=[CH:14][C:12]=2[S:13][C:9]=1[NH2:8]. (4) Given the reactants [CH2:1]([O:3][C:4]1[CH:25]=[CH:24][C:7](/[CH:8]=[C:9]2/[C:10](=[O:23])[N:11]([CH2:15][C:16]([O:18]C(C)(C)C)=[O:17])[C:12](=[O:14])[S:13]/2)=[CH:6][CH:5]=1)[CH3:2].NCCN1C(=O)C(CC2C=CC(OCC)=CC=2)SC1=O, predict the reaction product. The product is: [CH2:1]([O:3][C:4]1[CH:25]=[CH:24][C:7](/[CH:8]=[C:9]2/[C:10](=[O:23])[N:11]([CH2:15][C:16]([OH:18])=[O:17])[C:12](=[O:14])[S:13]/2)=[CH:6][CH:5]=1)[CH3:2]. (5) Given the reactants [Br:1][C:2]1[CH:3]=[C:4]([S:9]([NH2:12])(=[O:11])=[O:10])[CH:5]=[CH:6][C:7]=1F.[F:13][C:14]1[CH:19]=[C:18]([F:20])[CH:17]=[CH:16][C:15]=1[OH:21].C(=O)([O-])[O-].[Cs+].[Cs+].O, predict the reaction product. The product is: [Br:1][C:2]1[CH:3]=[C:4]([S:9]([NH2:12])(=[O:11])=[O:10])[CH:5]=[CH:6][C:7]=1[O:21][C:15]1[CH:16]=[CH:17][C:18]([F:20])=[CH:19][C:14]=1[F:13]. (6) Given the reactants [Cl:1][CH2:2][CH2:3][CH2:4][S:5]([O:8][CH2:9][C:10]([CH3:24])([CH3:23])[C@@H:11]([O:15][Si:16]([CH3:22])([CH3:21])[C:17]([CH3:20])([CH3:19])[CH3:18])[C:12]([OH:14])=[O:13])(=[O:7])=[O:6].[CH3:25][CH:26]([O:28][C:29]([O:31][CH:32](Cl)[CH:33]([CH3:35])[CH3:34])=[O:30])[CH3:27], predict the reaction product. The product is: [Cl:1][CH2:2][CH2:3][CH2:4][S:5]([O:8][CH2:9][C:10]([CH3:24])([CH3:23])[C@@H:11]([O:15][Si:16]([CH3:22])([CH3:21])[C:17]([CH3:19])([CH3:18])[CH3:20])[C:12]([O:14][CH:32]([O:31][C:29]([O:28][CH:26]([CH3:27])[CH3:25])=[O:30])[CH:33]([CH3:35])[CH3:34])=[O:13])(=[O:7])=[O:6]. (7) The product is: [OH:19][C:18]1[C:17]2[C:12](=[CH:13][C:14]([CH3:20])=[CH:15][CH:16]=2)[O:11][C:10](=[O:21])[C:9]=1[C:7]([NH:6][CH2:5][C:4]([OH:22])=[O:3])=[O:8]. Given the reactants C([O:3][C:4](=[O:22])[CH2:5][NH:6][C:7]([C:9]1[C:10](=[O:21])[O:11][C:12]2[C:17]([C:18]=1[OH:19])=[CH:16][CH:15]=[C:14]([CH3:20])[CH:13]=2)=[O:8])C.[OH-].[Na+], predict the reaction product. (8) Given the reactants [CH2:1]1[O:3][CH2:2]1.[NH2:4][C:5]1[CH:25]=[C:24]([Cl:26])[C:8]2[O:9][C:10]3[C:19]([CH3:20])=[CH:18][C:17]([C:21]([OH:23])=[O:22])=[CH:16][C:11]=3[S:12](=[O:15])(=[O:14])[CH2:13][C:7]=2[CH:6]=1.[C:27]([OH:30])(=O)[CH3:28].[C:31]([O-])([O-])=O.[Na+].[Na+], predict the reaction product. The product is: [CH3:31][O:22][C:21]([C:17]1[CH:18]=[C:19]([CH3:20])[C:10]2[O:9][C:8]3[C:24]([Cl:26])=[CH:25][C:5]([N:4]([CH2:2][CH2:1][OH:3])[CH2:28][CH2:27][OH:30])=[CH:6][C:7]=3[CH2:13][S:12](=[O:14])(=[O:15])[C:11]=2[CH:16]=1)=[O:23]. (9) Given the reactants Br[C:2]1[CH:7]=[CH:6][C:5]([CH:8]2CCC[N:9]2C)=[CH:4][CH:3]=1.F[B-](F)(F)F.F[B-](F)(F)F.C1(P(C2CCCCC2)CCCP(C2CCCCC2)C2CCCCC2)CCCCC1.C(=O)([O-])[O-:54].[K+].[K+].NC1C=CC(C)=C(C2C=C3C(C=C(NC(C4CC4)=O)N=C3)=CC=2)C=1.CN(C)C=O, predict the reaction product. The product is: [C:8]([NH2:9])(=[O:54])[C:5]1[CH:6]=[CH:7][CH:2]=[CH:3][CH:4]=1. (10) Given the reactants [CH2:1]([O:8][CH2:9][CH:10](O)[CH2:11][N:12]1[CH:16]=[C:15]([C:17]([O:19][C:20]([CH3:23])([CH3:22])[CH3:21])=[O:18])[N:14]=[N:13]1)[C:2]1[CH:7]=[CH:6][CH:5]=[CH:4][CH:3]=1.CCN(S(F)(F)[F:31])CC, predict the reaction product. The product is: [CH2:1]([O:8][CH2:9][CH:10]([F:31])[CH2:11][N:12]1[CH:16]=[C:15]([C:17]([O:19][C:20]([CH3:23])([CH3:22])[CH3:21])=[O:18])[N:14]=[N:13]1)[C:2]1[CH:7]=[CH:6][CH:5]=[CH:4][CH:3]=1.